This data is from Full USPTO retrosynthesis dataset with 1.9M reactions from patents (1976-2016). The task is: Predict the reactants needed to synthesize the given product. (1) Given the product [F:19][C:20]1[CH:25]=[CH:24][C:23]([C:2]2[CH:3]=[N:4][C:5]3[N:6]([CH:8]=[C:9]([CH2:11][O:12][C:13]4[CH:14]=[N:15][CH:16]=[CH:17][CH:18]=4)[N:10]=3)[CH:7]=2)=[C:22]([OH:29])[CH:21]=1, predict the reactants needed to synthesize it. The reactants are: Br[C:2]1[CH:3]=[N:4][C:5]2[N:6]([CH:8]=[C:9]([CH2:11][O:12][C:13]3[CH:14]=[N:15][CH:16]=[CH:17][CH:18]=3)[N:10]=2)[CH:7]=1.[F:19][C:20]1[CH:25]=[CH:24][C:23](B(O)O)=[C:22]([OH:29])[CH:21]=1. (2) Given the product [CH3:12][C:13]1[CH:17]=[C:16]([C:18]([N:20]2[CH2:21][CH2:22][O:23][CH2:24][CH2:25]2)=[O:19])[NH:15][C:14]=1[CH:26]=[C:10]1[C:3]2[C:2]([N:5]3[CH2:29][CH2:28][CH2:2][CH2:3][CH2:4]3)=[N:7][CH:6]=[N:5][C:4]=2[NH:8][C:9]1=[O:11], predict the reactants needed to synthesize it. The reactants are: Cl[C:2]1[C:3]2[CH2:10][C:9](=[O:11])[NH:8][C:4]=2[N:5]=[CH:6][N:7]=1.[CH3:12][C:13]1[CH:17]=[C:16]([C:18]([N:20]2[CH2:25][CH2:24][O:23][CH2:22][CH2:21]2)=[O:19])[NH:15][C:14]=1[CH:26]=O.[CH2:28](O)[CH3:29]. (3) Given the product [CH3:18][O:17][C:14]1[CH:15]=[CH:16][C:8]2[CH:7]=[C:11]([CH3:12])[S:10][C:9]=2[CH:13]=1, predict the reactants needed to synthesize it. The reactants are: [Li]C(C)(C)C.I[C:7]1[C:8]2[CH:16]=[CH:15][C:14]([O:17][CH3:18])=[CH:13][C:9]=2[S:10][C:11]=1[CH3:12].